Dataset: Full USPTO retrosynthesis dataset with 1.9M reactions from patents (1976-2016). Task: Predict the reactants needed to synthesize the given product. Given the product [P:11]([OH:15])([OH:14])([OH:13])=[O:12].[NH2:2][CH2:3][C:4](=[O:10])[CH2:5][CH2:6][C:7]([OH:9])=[O:8], predict the reactants needed to synthesize it. The reactants are: Cl.[NH2:2][CH2:3][C:4](=[O:10])[CH2:5][CH2:6][C:7]([OH:9])=[O:8].[P:11](=[O:15])([OH:14])([OH:13])[OH:12].N1C=CC(C)=CC=1.C(O)C.